From a dataset of Full USPTO retrosynthesis dataset with 1.9M reactions from patents (1976-2016). Predict the reactants needed to synthesize the given product. Given the product [CH:1]1([C:7]2[CH:8]=[CH:9][C:10]3[O:14][C:13]([C:15]4[CH:16]=[CH:17][C:18]([CH2:19][N:28]5[CH2:31][CH:30]([C:32]([OH:34])=[O:33])[CH2:29]5)=[CH:21][CH:22]=4)=[CH:12][C:11]=3[CH:23]=2)[CH2:2][CH2:3][CH2:4][CH2:5][CH2:6]1, predict the reactants needed to synthesize it. The reactants are: [CH:1]1([C:7]2[CH:8]=[CH:9][C:10]3[O:14][C:13]([C:15]4[CH:22]=[CH:21][C:18]([CH:19]=O)=[CH:17][CH:16]=4)=[CH:12][C:11]=3[CH:23]=2)[CH2:6][CH2:5][CH2:4][CH2:3][CH2:2]1.C(O)(=O)C.[NH:28]1[CH2:31][CH:30]([C:32]([OH:34])=[O:33])[CH2:29]1.C([BH3-])#N.[Na+].